Predict the product of the given reaction. From a dataset of Forward reaction prediction with 1.9M reactions from USPTO patents (1976-2016). (1) Given the reactants [NH2:1][C:2]1[CH:10]=[CH:9][C:8]([CH2:11][CH2:12][N:13]2[CH2:17][CH2:16][CH2:15][CH2:14]2)=[CH:7][C:3]=1[C:4](O)=[O:5].CC[N:20]=C=NCCCN(C)C.C1C=CC2N(O)N=NC=2C=1.CN1CCOCC1.[OH-].[NH4+], predict the reaction product. The product is: [NH2:1][C:2]1[CH:10]=[CH:9][C:8]([CH2:11][CH2:12][N:13]2[CH2:17][CH2:16][CH2:15][CH2:14]2)=[CH:7][C:3]=1[C:4]([NH2:20])=[O:5]. (2) Given the reactants [C:1]([C:4]1[CH:9]=[CH:8][C:7]([NH:10][C@@H:11]([C:26]2[CH:27]=[C:28]([O:36][CH3:37])[C:29]3OCOC[C:30]=3[CH:35]=2)[C:12]2[NH:16][C:15](=[O:17])[N:14]([C:18]3[N:19]=[CH:20][S:21][C:22]=3[C:23]([OH:25])=[O:24])[N:13]=2)=[CH:6][CH:5]=1)(=[NH:3])[NH2:2].[CH3:38][O:39]C(=O)N=C(SC)C(C1C=C(OC)C=C(OC)C=1)=NC1C=CC(C2N=C(C)ON=2)=CC=1, predict the reaction product. The product is: [C:1]([C:4]1[CH:9]=[CH:8][C:7]([NH:10][C@@H:11]([C:26]2[CH:27]=[C:28]([O:36][CH3:37])[CH:29]=[C:30]([O:39][CH3:38])[CH:35]=2)[C:12]2[NH:16][C:15](=[O:17])[N:14]([C:18]3[N:19]=[CH:20][S:21][C:22]=3[C:23]([OH:25])=[O:24])[N:13]=2)=[CH:6][CH:5]=1)(=[NH:3])[NH2:2]. (3) Given the reactants C([N:8]1[CH2:25][C:12]2([CH2:17][CH2:16][N:15]([C:18]([O:20][C:21]([CH3:24])([CH3:23])[CH3:22])=[O:19])[CH2:14][CH2:13]2)[O:11][CH:10]([CH:26]=[CH2:27])[CH2:9]1)C1C=CC=CC=1.C([O-])=O.[NH4+], predict the reaction product. The product is: [CH2:26]([CH:10]1[O:11][C:12]2([CH2:13][CH2:14][N:15]([C:18]([O:20][C:21]([CH3:22])([CH3:24])[CH3:23])=[O:19])[CH2:16][CH2:17]2)[CH2:25][NH:8][CH2:9]1)[CH3:27].